Dataset: Forward reaction prediction with 1.9M reactions from USPTO patents (1976-2016). Task: Predict the product of the given reaction. The product is: [Cl:1][C:2]1[C:3]([O:29][C:30]2[CH:35]=[CH:34][C:33]([C:36]3[CH:37]=[CH:38][CH:39]=[CH:40][CH:41]=3)=[CH:32][C:31]=2[C:42]2[CH:47]=[CH:46][N:45]=[N:44][CH:43]=2)=[CH:4][C:5]([F:28])=[C:6]([S:8]([NH:11][C:12]2[S:13][CH:14]=[N:15][N:16]=2)(=[O:9])=[O:10])[CH:7]=1. Given the reactants [Cl:1][C:2]1[C:3]([O:29][C:30]2[CH:35]=[CH:34][C:33]([C:36]3[CH:41]=[CH:40][CH:39]=[CH:38][CH:37]=3)=[CH:32][C:31]=2[C:42]2[CH:47]=[CH:46][N:45]=[N:44][CH:43]=2)=[CH:4][C:5]([F:28])=[C:6]([S:8]([N:11](CC2C=CC(OC)=CC=2OC)[C:12]2[S:13][CH:14]=[N:15][N:16]=2)(=[O:10])=[O:9])[CH:7]=1, predict the reaction product.